From a dataset of NCI-60 drug combinations with 297,098 pairs across 59 cell lines. Regression. Given two drug SMILES strings and cell line genomic features, predict the synergy score measuring deviation from expected non-interaction effect. (1) Drug 1: C1CCC(CC1)NC(=O)N(CCCl)N=O. Drug 2: CC1C(C(CC(O1)OC2CC(OC(C2O)C)OC3=CC4=CC5=C(C(=O)C(C(C5)C(C(=O)C(C(C)O)O)OC)OC6CC(C(C(O6)C)O)OC7CC(C(C(O7)C)O)OC8CC(C(C(O8)C)O)(C)O)C(=C4C(=C3C)O)O)O)O. Cell line: OVCAR-4. Synergy scores: CSS=9.18, Synergy_ZIP=0.564, Synergy_Bliss=5.25, Synergy_Loewe=-27.0, Synergy_HSA=5.71. (2) Drug 1: C1CC2CC3=C(CC1C24CN(S(=O)(=O)N4)CC(F)(F)F)C=CC(=C3)C=CCN5CCC(CC5)C(F)(F)F. Drug 2: CNC(=O)C1=NC=CC(=C1)OC2=CC=C(C=C2)NC(=O)NC3=CC(=C(C=C3)Cl)C(F)(F)F. Cell line: NCI-H460. Synergy scores: CSS=65.5, Synergy_ZIP=5.01, Synergy_Bliss=5.64, Synergy_Loewe=-0.204, Synergy_HSA=9.01. (3) Drug 1: CC1C(C(CC(O1)OC2CC(CC3=C2C(=C4C(=C3O)C(=O)C5=C(C4=O)C(=CC=C5)OC)O)(C(=O)C)O)N)O.Cl. Drug 2: CC1=C2C(C(=O)C3(C(CC4C(C3C(C(C2(C)C)(CC1OC(=O)C(C(C5=CC=CC=C5)NC(=O)C6=CC=CC=C6)O)O)OC(=O)C7=CC=CC=C7)(CO4)OC(=O)C)O)C)OC(=O)C. Cell line: MDA-MB-231. Synergy scores: CSS=23.9, Synergy_ZIP=-12.0, Synergy_Bliss=-8.53, Synergy_Loewe=-11.2, Synergy_HSA=-5.31. (4) Synergy scores: CSS=57.5, Synergy_ZIP=3.39, Synergy_Bliss=3.26, Synergy_Loewe=-46.3, Synergy_HSA=5.19. Drug 2: CCC1(CC2CC(C3=C(CCN(C2)C1)C4=CC=CC=C4N3)(C5=C(C=C6C(=C5)C78CCN9C7C(C=CC9)(C(C(C8N6C)(C(=O)OC)O)OC(=O)C)CC)OC)C(=O)OC)O.OS(=O)(=O)O. Drug 1: CC1=C(C=C(C=C1)NC2=NC=CC(=N2)N(C)C3=CC4=NN(C(=C4C=C3)C)C)S(=O)(=O)N.Cl. Cell line: KM12. (5) Synergy scores: CSS=13.6, Synergy_ZIP=-4.06, Synergy_Bliss=-1.74, Synergy_Loewe=-9.02, Synergy_HSA=0.131. Drug 1: C1CC(=O)NC(=O)C1N2CC3=C(C2=O)C=CC=C3N. Cell line: RXF 393. Drug 2: C1=CN(C(=O)N=C1N)C2C(C(C(O2)CO)O)O.Cl.